Dataset: Forward reaction prediction with 1.9M reactions from USPTO patents (1976-2016). Task: Predict the product of the given reaction. Given the reactants [Cl:1][C:2]1[CH:3]=[C:4]([CH:14]=[CH:15][C:16]=1[Cl:17])[CH2:5][C:6]1[O:10][N:9]=[C:8]([C:11]([OH:13])=O)[CH:7]=1.[O:18]1[CH2:22][CH2:21][CH:20]([CH2:23][NH2:24])[CH2:19]1.ON1C2C=CC=CC=2N=N1.Cl.C(N=C=NCCCN(C)C)C, predict the reaction product. The product is: [O:18]1[CH2:22][CH2:21][CH:20]([CH2:23][NH:24][C:11]([C:8]2[CH:7]=[C:6]([CH2:5][C:4]3[CH:14]=[CH:15][C:16]([Cl:17])=[C:2]([Cl:1])[CH:3]=3)[O:10][N:9]=2)=[O:13])[CH2:19]1.